From a dataset of Full USPTO retrosynthesis dataset with 1.9M reactions from patents (1976-2016). Predict the reactants needed to synthesize the given product. (1) Given the product [C:42]([O:41][C:39](=[O:40])[CH2:38][O:1][C:2]1[CH:3]=[CH:4][C:5]([O:6][C:7]2[CH:8]=[CH:9][C:10]([CH2:14][N:15]3[CH2:16][CH2:17][CH:18]([N:21]4[C@H:25]([C:26]5[CH:27]=[CH:28][CH:29]=[CH:30][CH:31]=5)[CH2:24][O:23][C:22]4=[O:32])[CH2:19][CH2:20]3)=[C:11]([CH3:13])[N:12]=2)=[CH:33][CH:34]=1)([CH3:45])([CH3:44])[CH3:43], predict the reactants needed to synthesize it. The reactants are: [OH:1][C:2]1[CH:34]=[CH:33][C:5]([O:6][C:7]2[N:12]=[C:11]([CH3:13])[C:10]([CH2:14][N:15]3[CH2:20][CH2:19][CH:18]([N:21]4[C@H:25]([C:26]5[CH:31]=[CH:30][CH:29]=[CH:28][CH:27]=5)[CH2:24][O:23][C:22]4=[O:32])[CH2:17][CH2:16]3)=[CH:9][CH:8]=2)=[CH:4][CH:3]=1.[H-].[Na+].Br[CH2:38][C:39]([O:41][C:42]([CH3:45])([CH3:44])[CH3:43])=[O:40]. (2) Given the product [Cl:9][C:6]1[CH:5]=[C:4]([C:10]2([C:28]([F:30])([F:31])[F:29])[O:14][N:13]=[C:12]([C:15]3[N:16]4[C:20]([C:21]([C:24]([OH:26])=[O:25])=[CH:22][CH:23]=3)=[CH:19][CH:18]=[CH:17]4)[CH2:11]2)[CH:3]=[C:2]([Cl:1])[C:7]=1[Cl:8], predict the reactants needed to synthesize it. The reactants are: [Cl:1][C:2]1[CH:3]=[C:4]([C:10]2([C:28]([F:31])([F:30])[F:29])[O:14][N:13]=[C:12]([C:15]3[N:16]4[C:20]([C:21]([C:24]([O:26]C)=[O:25])=[CH:22][CH:23]=3)=[CH:19][CH:18]=[CH:17]4)[CH2:11]2)[CH:5]=[C:6]([Cl:9])[C:7]=1[Cl:8].[OH-].[Na+].Cl.